Dataset: Full USPTO retrosynthesis dataset with 1.9M reactions from patents (1976-2016). Task: Predict the reactants needed to synthesize the given product. (1) Given the product [Cl:26][C:13]1[C:14]([O:16][CH:17]2[CH2:22][CH2:21][N:20]([CH:23]([CH3:25])[CH3:24])[CH2:19][CH2:18]2)=[CH:15][C:8]2[O:7][C:6]([C:4]([OH:5])=[O:3])=[C:10]([CH3:11])[C:9]=2[CH:12]=1, predict the reactants needed to synthesize it. The reactants are: C([O:3][C:4]([C:6]1[O:7][C:8]2[CH:15]=[C:14]([O:16][CH:17]3[CH2:22][CH2:21][N:20]([CH:23]([CH3:25])[CH3:24])[CH2:19][CH2:18]3)[C:13]([Cl:26])=[CH:12][C:9]=2[C:10]=1[CH3:11])=[O:5])C.[OH-].[Na+].Cl. (2) Given the product [ClH:28].[O:20]1[CH2:25][CH2:24][N:23]([C:4]2[C:3]([N+:10]([O-:12])=[O:11])=[CH:2][CH:9]=[CH:8][C:5]=2[CH:6]=[O:7])[CH2:22][CH2:21]1, predict the reactants needed to synthesize it. The reactants are: O[C:2]1[CH:9]=[CH:8][C:5]([CH:6]=[O:7])=[CH:4][C:3]=1[N+:10]([O-:12])=[O:11].C(=O)([O-])[O-].[K+].[K+].Cl.[O:20]1[CH2:25][CH2:24][N:23](CC[Cl:28])[CH2:22][CH2:21]1.C(OCC)(=O)C.Cl. (3) Given the product [Br:14][C:15]1[CH:20]=[C:19]([O:21][CH3:22])[CH:18]=[CH:17][C:16]=1[CH2:23][C:3]1[C:4](=[O:5])[C:6]2[C:11]([C:12](=[O:13])[C:2]=1[CH3:1])=[CH:10][CH:9]=[CH:8][CH:7]=2, predict the reactants needed to synthesize it. The reactants are: [CH3:1][C:2]1[C:12](=[O:13])[C:11]2[CH:10]=[CH:9][CH:8]=[CH:7][C:6]=2[C:4](=[O:5])[CH:3]=1.[Br:14][C:15]1[CH:20]=[C:19]([O:21][CH3:22])[CH:18]=[CH:17][C:16]=1[CH2:23]C(O)=O. (4) Given the product [CH2:8]([O:9][C:10](=[O:24])[C@H:11]([CH3:23])[NH:12][C:13]1[CH:18]=[CH:17][C:16]2[O:19][CH2:20][CH2:21][O:22][C:15]=2[CH:14]=1)[CH:2]([CH3:4])[CH3:1], predict the reactants needed to synthesize it. The reactants are: [C:1](OC)(=O)[C:2]([CH3:4])=O.[CH3:8][O:9][C:10](=[O:24])[C@H:11]([CH3:23])[NH:12][C:13]1[CH:18]=[CH:17][C:16]2[O:19][CH2:20][CH2:21][O:22][C:15]=2[CH:14]=1.